Predict the reactants needed to synthesize the given product. From a dataset of Full USPTO retrosynthesis dataset with 1.9M reactions from patents (1976-2016). (1) Given the product [CH2:1]([O:3][C:4](=[O:14])[CH2:5][N:6]([C:15](=[O:17])[CH3:16])[C:7]1[CH:8]=[CH:9][C:10]([CH3:13])=[CH:11][CH:12]=1)[CH3:2], predict the reactants needed to synthesize it. The reactants are: [CH2:1]([O:3][C:4](=[O:14])[CH2:5][NH:6][C:7]1[CH:12]=[CH:11][C:10]([CH3:13])=[CH:9][CH:8]=1)[CH3:2].[C:15](Cl)(=[O:17])[CH3:16]. (2) Given the product [ClH:30].[NH2:5][CH2:4][C:3]1[CH:7]=[C:8]([C:11]2[N:12]=[C:13]([O:28][CH3:29])[N:14]=[C:15]([NH:17][CH2:18][CH2:19][C:20]3[CH:21]=[CH:22][C:23]([O:26][CH3:27])=[CH:24][CH:25]=3)[CH:16]=2)[CH:9]=[CH:10][C:2]=1[F:1], predict the reactants needed to synthesize it. The reactants are: [F:1][C:2]1[CH:10]=[CH:9][C:8]([C:11]2[CH:16]=[C:15]([NH:17][CH2:18][CH2:19][C:20]3[CH:25]=[CH:24][C:23]([O:26][CH3:27])=[CH:22][CH:21]=3)[N:14]=[C:13]([O:28][CH3:29])[N:12]=2)=[CH:7][C:3]=1[CH:4]=[N:5]O.[ClH:30].